Predict the reaction yield, written as a fraction of the theoretical maximum amount of product (1.0 means a 100% yield; for example, 0.34 means a 34% yield). From a dataset of Reaction yield outcomes from USPTO patents with 853,638 reactions. (1) The product is [NH2:19][C:8]1[CH:9]=[C:10]([Cl:18])[C:11]([O:13][C:14]([F:17])([F:15])[F:16])=[CH:12][C:7]=1/[CH:6]=[CH:5]/[C:4]([OH:20])=[O:3]. The reactants are C([O:3][C:4](=[O:20])/[CH:5]=[CH:6]/[C:7]1[CH:12]=[C:11]([O:13][C:14]([F:17])([F:16])[F:15])[C:10]([Cl:18])=[CH:9][C:8]=1[NH2:19])C.[OH-].[Na+]. The catalyst is CCO.O. The yield is 0.990. (2) The reactants are [Cl:1][C:2]1[CH:10]=[C:9]2[C:5]([CH:6]=[C:7]([C:11]([O:13][CH2:14]C)=[O:12])[NH:8]2)=[CH:4][CH:3]=1.[Mg].[Cl-].[NH4+].C(OCC)(=O)C. The catalyst is CO. The product is [Cl:1][C:2]1[CH:10]=[C:9]2[C:5]([CH2:6][CH:7]([C:11]([O:13][CH3:14])=[O:12])[NH:8]2)=[CH:4][CH:3]=1. The yield is 0.630. (3) The reactants are Br[C:2]1[CH:7]=[CH:6][CH:5]=[CH:4][CH:3]=1.C([O-])([O-])=O.[K+].[K+].[C:14]1(B(O)O)[CH:19]=[CH:18][CH:17]=[CH:16][CH:15]=1.O. The catalyst is O1CCCC1. The product is [C:2]1([C:14]2[CH:19]=[CH:18][CH:17]=[CH:16][CH:15]=2)[CH:7]=[CH:6][CH:5]=[CH:4][CH:3]=1. The yield is 0.640. (4) The reactants are [C:1]([NH:9][CH:10]([C:22]1[CH:27]=[CH:26][CH:25]=[CH:24][CH:23]=1)[C:11]([O:13][C@@H:14]1[CH:19]2[CH2:20][CH2:21][N:16]([CH2:17][CH2:18]2)[CH2:15]1)=[O:12])(=[O:8])[C:2]1[CH:7]=[CH:6][CH:5]=[CH:4][CH:3]=1.[Cl:28][CH2:29][C:30]([C:32]1[CH:37]=[CH:36][CH:35]=[CH:34][CH:33]=1)=[O:31]. The catalyst is CCOC(C)=O.C(#N)C. The product is [Cl-:28].[C:1]([NH:9][CH:10]([C:22]1[CH:27]=[CH:26][CH:25]=[CH:24][CH:23]=1)[C:11]([O:13][C@@H:14]1[CH:19]2[CH2:18][CH2:17][N+:16]([CH2:29][C:30](=[O:31])[C:32]3[CH:37]=[CH:36][CH:35]=[CH:34][CH:33]=3)([CH2:21][CH2:20]2)[CH2:15]1)=[O:12])(=[O:8])[C:2]1[CH:3]=[CH:4][CH:5]=[CH:6][CH:7]=1. The yield is 0.720. (5) The reactants are Cl.[CH:2]([CH:15]1[C:20](=[O:21])[CH2:19][CH2:18][NH:17][CH2:16]1)([C:9]1[CH:14]=[CH:13][CH:12]=[CH:11][CH:10]=1)[C:3]1[CH:8]=[CH:7][CH:6]=[CH:5][CH:4]=1.[F:22][C:23]([F:38])([F:37])[C:24]1[CH:25]=[C:26]([CH:30]=[C:31]([C:33]([F:36])([F:35])[F:34])[CH:32]=1)[C:27](O)=[O:28].O.ON1C2C=CC=CC=2N=N1.Cl.C(N=C=NCCCN(C)C)C. The catalyst is CN(C)C=O.C(N(CC)CC)C. The product is [CH:2]([CH:15]1[C:20](=[O:21])[CH2:19][CH2:18][N:17]([C:27](=[O:28])[C:26]2[CH:30]=[C:31]([C:33]([F:34])([F:35])[F:36])[CH:32]=[C:24]([C:23]([F:22])([F:37])[F:38])[CH:25]=2)[CH2:16]1)([C:9]1[CH:14]=[CH:13][CH:12]=[CH:11][CH:10]=1)[C:3]1[CH:4]=[CH:5][CH:6]=[CH:7][CH:8]=1. The yield is 0.920. (6) The yield is 0.510. The product is [CH:2]([N:5]1[CH2:6][CH2:7][CH:8]([O:11][C:12]2[CH:13]=[C:14]3[CH:20]=[C:19]([C:21]([N:29]4[CH2:35][CH2:36][CH2:37][CH2:32][CH2:33]4)=[O:23])[NH:18][C:15]3=[N:16][CH:17]=2)[CH2:9][CH2:10]1)([CH3:4])[CH3:3]. The catalyst is CN(C=O)C. The reactants are Cl.[CH:2]([N:5]1[CH2:10][CH2:9][CH:8]([O:11][C:12]2[CH:13]=[C:14]3[CH:20]=[C:19]([C:21]([OH:23])=O)[NH:18][C:15]3=[N:16][CH:17]=2)[CH2:7][CH2:6]1)([CH3:4])[CH3:3].F[B-](F)(F)F.[N:29]1(OC(N(C)C)=[N+](C)C)[C:33]2C=[CH:35][CH:36]=[CH:37][C:32]=2N=N1.N1CCCCC1.C(N(CC)C(C)C)(C)C. (7) The reactants are [Br:1][C:2]1[C:6]2[S:7][C:8]([C:27]([O:29]CC)=[O:28])=[C:9]([CH:10]([CH2:20][CH2:21][CH2:22][CH2:23][CH2:24][CH2:25][CH3:26])[CH2:11][CH2:12][CH2:13][CH2:14][CH2:15][CH2:16][CH2:17][CH2:18][CH3:19])[C:5]=2[S:4][CH:3]=1.[OH-].[Na+]. The catalyst is C(O)C.O. The product is [Br:1][C:2]1[C:6]2[S:7][C:8]([C:27]([OH:29])=[O:28])=[C:9]([CH:10]([CH2:20][CH2:21][CH2:22][CH2:23][CH2:24][CH2:25][CH3:26])[CH2:11][CH2:12][CH2:13][CH2:14][CH2:15][CH2:16][CH2:17][CH2:18][CH3:19])[C:5]=2[S:4][CH:3]=1. The yield is 0.920. (8) The reactants are [C:1]1([C:7]2[O:11][N:10]=[C:9]([C:12](O)=[O:13])[C:8]=2[C:15]([F:18])([F:17])[F:16])[CH:6]=[CH:5][CH:4]=[CH:3][CH:2]=1.N1C=CC=CC=1.N1C(F)=NC(F)=NC=1[F:27]. The catalyst is ClCCl. The product is [C:1]1([C:7]2[O:11][N:10]=[C:9]([C:12]([F:27])=[O:13])[C:8]=2[C:15]([F:18])([F:17])[F:16])[CH:6]=[CH:5][CH:4]=[CH:3][CH:2]=1. The yield is 1.00. (9) The reactants are [CH2:1]([O:3][C:4](=[O:39])[CH2:5][CH2:6][CH2:7][O:8][C:9]1[CH:14]=[CH:13][CH:12]=[C:11]([CH2:15][CH2:16][CH2:17][CH2:18][CH2:19][CH2:20][O:21][C:22]2[CH:27]=[C:26]([O:28][CH2:29][CH3:30])[CH:25]=[C:24](Br)[CH:23]=2)[C:10]=1[CH2:32][CH2:33][C:34]([O:36][CH2:37][CH3:38])=[O:35])[CH3:2].[F:40][C:41]1[CH:46]=[CH:45][C:44](B(O)O)=[CH:43][CH:42]=1.C(=O)([O-])[O-].[Cs+].[Cs+]. The catalyst is C1C=CC(P(C2C=CC=CC=2)[C-]2C=CC=C2)=CC=1.C1C=CC(P(C2C=CC=CC=2)[C-]2C=CC=C2)=CC=1.Cl[Pd]Cl.[Fe+2]. The product is [CH2:1]([O:3][C:4](=[O:39])[CH2:5][CH2:6][CH2:7][O:8][C:9]1[CH:14]=[CH:13][CH:12]=[C:11]([CH2:15][CH2:16][CH2:17][CH2:18][CH2:19][CH2:20][O:21][C:22]2[CH:23]=[C:24]([C:44]3[CH:45]=[CH:46][C:41]([F:40])=[CH:42][CH:43]=3)[CH:25]=[C:26]([O:28][CH2:29][CH3:30])[CH:27]=2)[C:10]=1[CH2:32][CH2:33][C:34]([O:36][CH2:37][CH3:38])=[O:35])[CH3:2]. The yield is 0.520. (10) The reactants are CC(OC(N[C@@H:9](CC1C=CC(C2N=C(C(N(C)OC)=O)N(C)C=2)=CC=1)[CH2:10][CH2:11][C:12]([O:14][C:15](C)(C)C)=[O:13])=O)(C)C.[I:38][CH:39]([CH3:41])[CH3:40].CCN(C(C)C)C(C)C.CN(C=[O:55])C. No catalyst specified. The product is [OH:55][C:40]1[CH:9]=[CH:10][C:11]([C:12]([O:14][CH3:15])=[O:13])=[CH:41][C:39]=1[I:38]. The yield is 0.200.